Dataset: Forward reaction prediction with 1.9M reactions from USPTO patents (1976-2016). Task: Predict the product of the given reaction. (1) The product is: [Cl:1][C:2]1[CH:10]=[CH:9][C:8]2[N:7]([CH2:11][CH2:12][C:13]([N:25]3[CH2:26][CH2:27][CH:22]([CH3:21])[CH2:23][CH2:24]3)=[O:15])[C:6]3[CH2:16][CH2:17][N:18]([CH3:20])[CH2:19][C:5]=3[C:4]=2[CH:3]=1. Given the reactants [Cl:1][C:2]1[CH:10]=[CH:9][C:8]2[N:7]([CH2:11][CH2:12][C:13]([OH:15])=O)[C:6]3[CH2:16][CH2:17][N:18]([CH3:20])[CH2:19][C:5]=3[C:4]=2[CH:3]=1.[CH3:21][CH:22]1[CH2:27][CH2:26][NH:25][CH2:24][CH2:23]1.C1CCC(N=C=NC2CCCCC2)CC1, predict the reaction product. (2) Given the reactants [CH3:1][O:2][C:3]1[CH:4]=[C:5]2[C:10](=[CH:11][C:12]=1[O:13][CH3:14])[N:9]=[CH:8][CH:7]=[C:6]2[O:15][C:16]1[CH:22]=[CH:21][C:19]([NH2:20])=[CH:18][CH:17]=1.C1(C)C=CC=CC=1.C(N(CC)CC)C.Cl[C:38](Cl)([O:40][C:41](=[O:47])OC(Cl)(Cl)Cl)Cl.[C:49]([C:53]1[CH:58]=[CH:57][C:56]([S:59][CH2:60][CH2:61]CO)=[CH:55][CH:54]=1)([CH3:52])([CH3:51])[CH3:50], predict the reaction product. The product is: [CH3:1][O:2][C:3]1[CH:4]=[C:5]2[C:10](=[CH:11][C:12]=1[O:13][CH3:14])[N:9]=[CH:8][CH:7]=[C:6]2[O:15][C:16]1[CH:22]=[CH:21][C:19]([NH:20][C:41](=[O:47])[O:40][CH2:38][CH2:61][CH2:60][S:59][C:56]2[CH:57]=[CH:58][C:53]([C:49]([CH3:50])([CH3:52])[CH3:51])=[CH:54][CH:55]=2)=[CH:18][CH:17]=1. (3) Given the reactants [OH:1][C:2]([CH3:8])([CH3:7])[C:3]([NH:5][NH2:6])=O.C(N(CC)CC)C.Cl[C:17]1[N:18]=[N:19][C:20]([C:23]2[CH:28]=[CH:27][C:26]([C:29]([CH3:47])([C:33]3[CH:38]=[CH:37][C:36]([O:39][CH2:40][C:41]4[CH:46]=[CH:45][CH:44]=[CH:43][N:42]=4)=[CH:35][CH:34]=3)[CH:30]([CH3:32])[CH3:31])=[CH:25][CH:24]=2)=[CH:21][CH:22]=1, predict the reaction product. The product is: [OH-:1].[NH4+:5].[CH3:47][C:29]([C:26]1[CH:25]=[CH:24][C:23]([C:20]2[CH:21]=[CH:22][C:17]3[N:5]([C:3]([C:2]([OH:1])([CH3:8])[CH3:7])=[N:19][N:18]=3)[N:6]=2)=[CH:28][CH:27]=1)([C:33]1[CH:34]=[CH:35][C:36]([O:39][CH2:40][C:41]2[CH:46]=[CH:45][CH:44]=[CH:43][N:42]=2)=[CH:37][CH:38]=1)[CH:30]([CH3:32])[CH3:31].